Predict the reactants needed to synthesize the given product. From a dataset of Full USPTO retrosynthesis dataset with 1.9M reactions from patents (1976-2016). (1) Given the product [CH2:21]([O:23][C:24]1[CH:31]=[C:30]([CH:29]=[CH:28][C:25]=1[CH3:26])[CH2:32][N:1]1[CH2:6][CH2:5][CH:4]([NH:7][C:8]([C:10]2[CH:11]=[C:12]([O:16][S:17]([CH3:20])(=[O:18])=[O:19])[CH:13]=[CH:14][CH:15]=2)=[O:9])[CH2:3][CH2:2]1)[CH3:22], predict the reactants needed to synthesize it. The reactants are: [NH:1]1[CH2:6][CH2:5][CH:4]([NH:7][C:8]([C:10]2[CH:11]=[C:12]([O:16][S:17]([CH3:20])(=[O:19])=[O:18])[CH:13]=[CH:14][CH:15]=2)=[O:9])[CH2:3][CH2:2]1.[CH2:21]([O:23][C:24]1[CH:31]=[C:30]([CH3:32])[CH:29]=[CH:28][C:25]=1[CH:26]=O)[CH3:22].[CH2:21]([O:23][C:24]1[CH:31]=[C:30]([CH:29]=[CH:28][C:25]=1[CH3:26])[CH2:32]N1CCC(NC(=O)C2C=C(C)C=NC=2)CC1)[CH3:22].[BH3-]C#N.[Na+]. (2) Given the product [Cl:1][C:2]1[CH:7]=[CH:6][C:5]([C:8]2[N:12]([CH3:13])[N:11]=[C:10]([C:14]3[S:15][CH:16]=[CH:17][C:18]=3[Cl:19])[CH:9]=2)=[CH:4][CH:3]=1, predict the reactants needed to synthesize it. The reactants are: [Cl:1][C:2]1[CH:7]=[CH:6][C:5]([CH:8]2[N:12]([CH3:13])[N:11]=[C:10]([C:14]3[S:15][CH:16]=[CH:17][C:18]=3[Cl:19])[CH2:9]2)=[CH:4][CH:3]=1.CNN. (3) Given the product [CH2:43]([N:40]([CH2:41][CH3:42])[CH2:39][CH:38]([OH:45])[CH2:37][O:36][C:35]1[CH:34]=[CH:33][C:32]([NH:31][CH:2]=[C:3]2[C:11]3[C:6](=[CH:7][C:8]([C:12]([C:14]4[CH:15]=[C:16]([NH:20][C:21]([C:23]5[N:24]([CH3:29])[N:25]=[C:26]([CH3:28])[CH:27]=5)=[O:22])[CH:17]=[CH:18][CH:19]=4)=[O:13])=[CH:9][CH:10]=3)[NH:5][C:4]2=[O:30])=[CH:47][CH:46]=1)[CH3:44], predict the reactants needed to synthesize it. The reactants are: O[CH:2]=[C:3]1[C:11]2[C:6](=[CH:7][C:8]([C:12]([C:14]3[CH:15]=[C:16]([NH:20][C:21]([C:23]4[N:24]([CH3:29])[N:25]=[C:26]([CH3:28])[CH:27]=4)=[O:22])[CH:17]=[CH:18][CH:19]=3)=[O:13])=[CH:9][CH:10]=2)[NH:5][C:4]1=[O:30].[NH2:31][C:32]1[CH:47]=[CH:46][C:35]([O:36][CH2:37][CH:38]([OH:45])[CH2:39][N:40]([CH2:43][CH3:44])[CH2:41][CH3:42])=[CH:34][CH:33]=1. (4) Given the product [N:1]1([CH2:7][CH2:8][CH2:9][C:10]2[CH:11]=[C:12]([NH2:20])[CH:13]=[C:14]([C:16]([F:18])([F:19])[F:17])[CH:15]=2)[CH2:6][CH2:5][CH2:4][CH2:3][CH2:2]1, predict the reactants needed to synthesize it. The reactants are: [N:1]1([CH2:7][CH2:8][CH2:9][C:10]2[CH:11]=[C:12]([NH:20]C(=O)C)[CH:13]=[C:14]([C:16]([F:19])([F:18])[F:17])[CH:15]=2)[CH2:6][CH2:5][CH2:4][CH2:3][CH2:2]1.Cl. (5) Given the product [CH3:1][O:2][C:3]1[CH:11]=[C:10]2[C:6]([CH:7]=[N:8][NH:9]2)=[CH:5][C:4]=1[NH:12][C:13]1[C:14]2[C:21]3[CH2:22][CH2:23][CH:24]([C:26]([N:33]4[CH2:34][C@@H:29]5[CH2:35][C@H:32]4[CH2:31][O:30]5)=[O:28])[CH2:25][C:20]=3[S:19][C:15]=2[N:16]=[CH:17][N:18]=1, predict the reactants needed to synthesize it. The reactants are: [CH3:1][O:2][C:3]1[CH:11]=[C:10]2[C:6]([CH:7]=[N:8][NH:9]2)=[CH:5][C:4]=1[NH:12][C:13]1[C:14]2[C:21]3[CH2:22][CH2:23][CH:24]([C:26]([OH:28])=O)[CH2:25][C:20]=3[S:19][C:15]=2[N:16]=[CH:17][N:18]=1.[C@H:29]12[CH2:35][C@H:32]([NH:33][CH2:34]1)[CH2:31][O:30]2. (6) Given the product [F:22][C:18]1[CH:19]=[CH:20][C:21]([S:2]([Cl:1])(=[O:5])=[O:3])=[C:16]([CH2:15][C@@H:12]2[CH2:13][CH2:14][N:10]([C:8](=[O:9])[C:7]([F:6])([F:23])[F:24])[CH2:11]2)[CH:17]=1, predict the reactants needed to synthesize it. The reactants are: [Cl:1][S:2]([OH:5])(=O)=[O:3].[F:6][C:7]([F:24])([F:23])[C:8]([N:10]1[CH2:14][CH2:13][C@@H:12]([CH2:15][C:16]2[CH:21]=[CH:20][CH:19]=[C:18]([F:22])[CH:17]=2)[CH2:11]1)=[O:9].